Dataset: Full USPTO retrosynthesis dataset with 1.9M reactions from patents (1976-2016). Task: Predict the reactants needed to synthesize the given product. Given the product [F:2][C:3]1[CH:4]=[C:5]([CH:43]=[CH:44][CH:45]=1)[CH2:6][N:7]1[CH:11]=[C:10]([C:12]2[C:20]3[C:15](=[N:16][CH:17]=[C:18]([C:21]4[CH:22]=[CH:23][C:24]([CH:27]5[CH2:32][CH2:31][NH:30][CH2:29][CH2:28]5)=[CH:25][CH:26]=4)[CH:19]=3)[NH:14][CH:13]=2)[CH:9]=[N:8]1, predict the reactants needed to synthesize it. The reactants are: Cl.[F:2][C:3]1[CH:4]=[C:5]([CH:43]=[CH:44][CH:45]=1)[CH2:6][N:7]1[CH:11]=[C:10]([C:12]2[C:20]3[C:15](=[N:16][CH:17]=[C:18]([C:21]4[CH:26]=[CH:25][C:24]([CH:27]5[CH2:32][CH2:31][NH:30][CH2:29][CH2:28]5)=[CH:23][CH:22]=4)[CH:19]=3)[N:14](S(C3C=CC(C)=CC=3)(=O)=O)[CH:13]=2)[CH:9]=[N:8]1.[OH-].[Li+].